From a dataset of Forward reaction prediction with 1.9M reactions from USPTO patents (1976-2016). Predict the product of the given reaction. (1) Given the reactants [Br:1][C:2]1[N:3]=[CH:4][C:5]([NH2:8])=[N:6][CH:7]=1.Cl[CH2:10][CH:11]=O, predict the reaction product. The product is: [Br:1][C:2]1[N:3]=[CH:4][C:5]2[N:6]([CH:10]=[CH:11][N:8]=2)[CH:7]=1. (2) Given the reactants [C:1]([NH:4][C:5]1[CH:10]=[CH:9][C:8]([CH3:11])=[C:7](Br)[CH:6]=1)(=[O:3])[CH3:2].[Li]CCCC.CCCCC.[C:23](OCC)(=[O:29])[C:24]([O:26][CH2:27][CH3:28])=[O:25], predict the reaction product. The product is: [C:1]([NH:4][C:5]1[CH:10]=[CH:9][C:8]([CH3:11])=[C:7]([C:23](=[O:29])[C:24]([O:26][CH2:27][CH3:28])=[O:25])[CH:6]=1)(=[O:3])[CH3:2].